This data is from Forward reaction prediction with 1.9M reactions from USPTO patents (1976-2016). The task is: Predict the product of the given reaction. (1) Given the reactants C(NC(C)C)(C)C.C([Li])CCC.[Br:13][C:14]1[CH:19]=[C:18]([Si:20]([CH2:25][CH3:26])([CH2:23][CH3:24])[CH2:21][CH3:22])[C:17]([F:27])=[CH:16][N:15]=1.CN(C)[C:30](=[O:32])[CH3:31].Cl.[Cl-].[Na+], predict the reaction product. The product is: [Br:13][C:14]1[N:15]=[C:16]([C:30](=[O:32])[CH3:31])[C:17]([F:27])=[C:18]([Si:20]([CH2:25][CH3:26])([CH2:23][CH3:24])[CH2:21][CH3:22])[CH:19]=1. (2) Given the reactants [CH3:1][S:2][C:3]1[CH:8]=[CH:7][C:6](B(O)O)=[CH:5][CH:4]=1.Br[C:13]1[CH:18]=[CH:17][C:16]([Br:19])=[CH:15][N:14]=1, predict the reaction product. The product is: [Br:19][C:16]1[CH:17]=[CH:18][C:13]([C:6]2[CH:7]=[CH:8][C:3]([S:2][CH3:1])=[CH:4][CH:5]=2)=[N:14][CH:15]=1.